From a dataset of Experimentally validated miRNA-target interactions with 360,000+ pairs, plus equal number of negative samples. Binary Classification. Given a miRNA mature sequence and a target amino acid sequence, predict their likelihood of interaction. (1) The miRNA is rno-miR-664-3p with sequence UAUUCAUUUACUCCCCAGCCUA. The protein sequence of the target gene is MAKVNITRDLIRRQVKERGALSFERRYHVTDPFIRRLGLEAELQGHSGCVNCLEWNEKGDLLASGSDDQHTIVWDPLHHKKLLSMHTGHTANIFSVKFLPHAGDRILITGAADSKVHVHDLTVKETIHMFGDHTNRVKRIATAPMWPNTFWSAAEDGLIRQYDLRENSKHSEVLIDLTEYCGPMVEAKCLTVNPQDNNCLAVGASGPFVRLYDIRMIHNHRKSMRQSPSAGVHTFCDRQKPLPDGAAQYYVAGHLPVKLPDYNSRLRVLVATYVTFSPNGTELLVNMGGEQVYLFDLTYK.... Result: 0 (no interaction). (2) The miRNA is hsa-miR-422a with sequence ACUGGACUUAGGGUCAGAAGGC. The protein sequence of the target gene is MNFQAGGGQSPQQQQQLAGGPPQQFALSNSAAIRAEIQRFESVHPNIYAIYDLIERIEDLALQNQIREHVISIEDSFVNSQEWTLSRSVPELKVGIVGNLSSGKSALVHRYLTGTYVQEESPEGGRFKKEIVVDGQSYLLLIRDEGGPPELQFAAWVDAVVFVFSLEDEISFQTVYNYFLRLCSFRNASEVPMVLVGTQDAISAANPRVIDDSRARKLSTDLKRCTYYETCATYGLNVERVFQDVAQKVVALRKKQQLAIGPCKSLPNSPSHSAVSAASIPAVHINQATNGGGSAFSDYS.... Result: 0 (no interaction). (3) The miRNA is hsa-miR-6797-5p with sequence AGGAGGGAAGGGGCUGAGAACAGGA. The protein sequence of the target gene is MEAAPSRFMFLLFLLTCELAAEVAAEVEKSSDGPGAAQEPTWLTDVPAAMEFIAATEVAVIGFFQDLEIPAVPILHSMVQKFPGVSFGISTDSEVLTHYNITGNTICLFRLVDNEQLNLEDEDIESIDATKLSRFIEINSLHMVTEYNPVTVIGLFNSVIQIHLLLIMNKASPEYEENMHRYQKAAKLFQGKILFILVDSGMKENGKVISFFKLKESQLPALAIYQTLDDEWDTLPTAEVSVEHVQNFCDGFLSGKLLKENRESEGKTPKVEL. Result: 0 (no interaction). (4) Result: 0 (no interaction). The miRNA is cel-miR-70-3p with sequence UAAUACGUCGUUGGUGUUUCCAU. The protein sequence of the target gene is MLKAKILFVGPCESGKTVLANFLTESSDITEYSPTQGVRILEFENPHVTSNNKGTGCEFELWDCGGDAKFESCWPALMKDAHGVVIVFNADIPSHRKEMEMWYSCFVQQPSLQDTQCMLIAHHKPGSGDDKGSLSLSPPLNKLKLVHSNLEDDPEEIRMEFIKYLKSIINSMSESRDREEMSIMT. (5) The miRNA is mmu-miR-466a-5p with sequence UAUGUGUGUGUACAUGUACAUA. The protein sequence of the target gene is MATVIPGDLSEVRDTQKAPSGKRKRGESKPRKNFPCQLCDKAFNSVEKLKVHSFSHTGERPYKCTHQDCTKAFVSKYKLQRHMATHSPEKTHKCNYCEKMFHRKDHLKNHLHTHDPNKETFKCEECGKSYNTKLGFKRHLALHAATSGDLTCKVCLQNFESTGVLLEHLKSHAGKSSGGVKEKKHQCEHCERRFYTRKDVRRHMVVHTGRKDFLCQYCAQRFGRKDHLTRHMKKSHNQELLKVKTEPVDFLDPFTCNMSVPIKDELLPVMSLPSSELLSKPFTNTLQLNLYNTPFQSMQS.... Result: 1 (interaction).